This data is from Full USPTO retrosynthesis dataset with 1.9M reactions from patents (1976-2016). The task is: Predict the reactants needed to synthesize the given product. Given the product [Br:1][C:2]1[C:3]([O:12][C:13]2[CH:22]=[CH:21][CH:20]=[C:19]3[C:14]=2[CH:15]=[CH:16][CH:17]=[N:18]3)=[CH:4][C:5]([NH:8][C:9]2[S:10][CH:24]=[C:25]([CH3:26])[N:11]=2)=[N:6][CH:7]=1, predict the reactants needed to synthesize it. The reactants are: [Br:1][C:2]1[C:3]([O:12][C:13]2[CH:22]=[CH:21][CH:20]=[C:19]3[C:14]=2[CH:15]=[CH:16][CH:17]=[N:18]3)=[CH:4][C:5]([NH:8][C:9]([NH2:11])=[S:10])=[N:6][CH:7]=1.Cl[CH2:24][C:25](=O)[CH3:26].C(N(CC)CC)C.